This data is from Forward reaction prediction with 1.9M reactions from USPTO patents (1976-2016). The task is: Predict the product of the given reaction. (1) The product is: [Si:1]([O:8][C:9]([CH:11]1[C:16]([CH3:18])([CH3:17])[S:15][CH2:14][CH2:13][N:12]1[S:41]([C:38]1[CH:39]=[CH:40][C:34]2[O:33][C:32]([C:29]3[CH:30]=[CH:31][C:19]([NH2:20])=[CH:27][CH:28]=3)=[CH:36][C:35]=2[CH:37]=1)(=[O:43])=[O:42])=[O:10])([C:4]([CH3:7])([CH3:5])[CH3:6])([CH3:3])[CH3:2]. Given the reactants [Si:1]([O:8][C:9]([CH:11]1[C:16]([CH3:18])([CH3:17])[S:15][CH2:14][CH2:13][NH:12]1)=[O:10])([C:4]([CH3:7])([CH3:6])[CH3:5])([CH3:3])[CH3:2].[CH3:19][N:20]1CCOCC1.N1[CH:31]=[CH:30][C:29]([C:32]2[O:33][C:34]3[CH:40]=[CH:39][C:38]([S:41](Cl)(=[O:43])=[O:42])=[CH:37][C:35]=3[CH:36]=2)=[CH:28][CH:27]=1.O, predict the reaction product. (2) Given the reactants [C:1]([O:5][C@@H:6]([C:12]1[C:13]([CH3:37])=[N:14][C:15]2[N:16]([N:29]=[C:30]([C:32]([O:34]CC)=[O:33])[CH:31]=2)[C:17]=1[C:18]1[CH:27]=[CH:26][C:21]2[O:22][CH2:23][CH2:24][NH:25][C:20]=2[C:19]=1[Cl:28])[C:7]([O:9][CH2:10][CH3:11])=[O:8])([CH3:4])([CH3:3])[CH3:2].[OH-].[Na+], predict the reaction product. The product is: [C:1]([O:5][C@@H:6]([C:12]1[C:13]([CH3:37])=[N:14][C:15]2[N:16]([N:29]=[C:30]([C:32]([OH:34])=[O:33])[CH:31]=2)[C:17]=1[C:18]1[CH:27]=[CH:26][C:21]2[O:22][CH2:23][CH2:24][NH:25][C:20]=2[C:19]=1[Cl:28])[C:7]([O:9][CH2:10][CH3:11])=[O:8])([CH3:4])([CH3:2])[CH3:3]. (3) Given the reactants [OH:1][C@H:2]1[CH2:7][CH2:6][C@H:5]([CH:8]([CH2:14][CH3:15])[C:9]([O:11][CH2:12][CH3:13])=[O:10])[CH2:4][CH2:3]1.[N:16]1[CH:21]=[CH:20][C:19](O)=[CH:18][CH:17]=1.C1(P(C2C=CC=CC=2)C2C=CC=CC=2)C=CC=CC=1.N(C(OC(C)C)=O)=NC(OC(C)C)=O, predict the reaction product. The product is: [N:16]1[CH:21]=[CH:20][C:19]([O:1][C@@H:2]2[CH2:3][CH2:4][C@H:5]([CH:8]([CH2:14][CH3:15])[C:9]([O:11][CH2:12][CH3:13])=[O:10])[CH2:6][CH2:7]2)=[CH:18][CH:17]=1. (4) Given the reactants [N:1]([C@H:4]1[CH2:8][C@@H:7]([O:9][Si:10]([C:13]([CH3:16])([CH3:15])[CH3:14])([CH3:12])[CH3:11])[CH:6]=[CH:5]1)=[N+]=[N-].C1(P(C2C=CC=CC=2)C2C=CC=CC=2)C=CC=CC=1.O.[Cl-].[Na+], predict the reaction product. The product is: [C:13]([Si:10]([CH3:12])([CH3:11])[O:9][C@@H:7]1[CH2:8][C@H:4]([NH2:1])[CH:5]=[CH:6]1)([CH3:16])([CH3:15])[CH3:14]. (5) The product is: [C:8]1([NH:14][C:15]([N:22]2[C:18]([CH3:17])=[CH:19][C:20]([O:23][C:24]3[CH:29]=[CH:28][CH:27]=[CH:26][C:25]=3[C:30]([F:31])([F:32])[F:33])=[N:21]2)=[O:16])[CH:13]=[CH:12][CH:11]=[CH:10][CH:9]=1. Given the reactants C(N(CC)CC)C.[C:8]1([N:14]=[C:15]=[O:16])[CH:13]=[CH:12][CH:11]=[CH:10][CH:9]=1.[CH3:17][C:18]1[NH:22][N:21]=[C:20]([O:23][C:24]2[CH:29]=[CH:28][CH:27]=[CH:26][C:25]=2[C:30]([F:33])([F:32])[F:31])[CH:19]=1.Cl, predict the reaction product. (6) Given the reactants [F:1][C:2]1[CH:3]=[C:4]2[C:8](=[CH:9][CH:10]=1)[NH:7][N:6]=[C:5]2[C:11]([OH:13])=O.[NH2:14][C@@H:15]1[CH2:19][N:18]([C:20]([O:22][C:23]([CH3:26])([CH3:25])[CH3:24])=[O:21])[C@H:17]([CH2:27][C:28]([O:30][CH3:31])=[O:29])[CH2:16]1, predict the reaction product. The product is: [F:1][C:2]1[CH:3]=[C:4]2[C:8](=[CH:9][CH:10]=1)[NH:7][N:6]=[C:5]2[C:11]([NH:14][C@@H:15]1[CH2:19][N:18]([C:20]([O:22][C:23]([CH3:24])([CH3:25])[CH3:26])=[O:21])[C@H:17]([CH2:27][C:28]([O:30][CH3:31])=[O:29])[CH2:16]1)=[O:13]. (7) Given the reactants Cl[S:2]([C:5]1[CH:13]=[CH:12][C:8]([C:9]([OH:11])=O)=[CH:7][CH:6]=1)(=[O:4])=[O:3].[N:14]1([CH2:20][CH2:21][OH:22])[CH2:19][CH2:18][NH:17][CH2:16][CH2:15]1.[Cl:23][C:24]1[CH:30]=[CH:29][C:27]([NH2:28])=[CH:26][C:25]=1[C:31]1[CH:36]=[CH:35][CH:34]=[CH:33][N:32]=1.OCCCN1CCN(S(C2C=CC(C(O)=O)=CC=2)(=O)=O)CC1, predict the reaction product. The product is: [Cl:23][C:24]1[CH:30]=[CH:29][C:27]([NH:28][C:9](=[O:11])[C:8]2[CH:7]=[CH:6][C:5]([S:2]([N:17]3[CH2:18][CH2:19][N:14]([CH2:20][CH2:21][OH:22])[CH2:15][CH2:16]3)(=[O:3])=[O:4])=[CH:13][CH:12]=2)=[CH:26][C:25]=1[C:31]1[CH:36]=[CH:35][CH:34]=[CH:33][N:32]=1. (8) Given the reactants [CH3:1][C:2]1[O:11][C:5]2[N:6]=[CH:7][N:8]=[C:9](Cl)[C:4]=2[CH:3]=1.[CH3:12][S-:13].[Na+], predict the reaction product. The product is: [CH3:1][C:2]1[O:11][C:5]2[N:6]=[CH:7][N:8]=[C:9]([S:13][CH3:12])[C:4]=2[CH:3]=1. (9) Given the reactants [Br:1][C:2]1[CH:8]=[CH:7][C:5]([NH2:6])=[C:4](I)[CH:3]=1.[C:10]([C:12]1[CH:17]=[CH:16][CH:15]=[CH:14][C:13]=1[O:18][CH3:19])#[CH:11], predict the reaction product. The product is: [Br:1][C:2]1[CH:8]=[CH:7][C:5]([NH2:6])=[C:4]([C:11]#[C:10][C:12]2[CH:17]=[CH:16][CH:15]=[CH:14][C:13]=2[O:18][CH3:19])[CH:3]=1. (10) The product is: [ClH:40].[ClH:40].[C:1]12([CH2:11][C:12]([NH:14][C:15]3[C:24]([CH3:25])=[CH:23][CH:22]=[C:21]4[C:16]=3[CH:17]=[CH:18][C:19]([N:26]3[CH2:27][CH2:28][CH:29]([NH2:32])[CH2:30][CH2:31]3)=[N:20]4)=[O:13])[CH2:8][CH:7]3[CH2:9][CH:3]([CH2:4][CH:5]([CH2:6]3)[CH2:10]1)[CH2:2]2. Given the reactants [C:1]12([CH2:11][C:12]([NH:14][C:15]3[C:24]([CH3:25])=[CH:23][CH:22]=[C:21]4[C:16]=3[CH:17]=[CH:18][C:19]([N:26]3[CH2:31][CH2:30][CH:29]([NH:32]C(=O)OC(C)(C)C)[CH2:28][CH2:27]3)=[N:20]4)=[O:13])[CH2:10][CH:5]3[CH2:6][CH:7]([CH2:9][CH:3]([CH2:4]3)[CH2:2]1)[CH2:8]2.[ClH:40].[OH-].[Na+], predict the reaction product.